Dataset: Forward reaction prediction with 1.9M reactions from USPTO patents (1976-2016). Task: Predict the product of the given reaction. (1) The product is: [CH2:52]([NH:53][C:9]([C:8]1[C:7]([CH3:45])=[C:6]2[CH:5]=[C:4]3[N:27]=[C:24]([C:25]([CH3:26])=[C:3]3[CH2:2][CH3:1])[CH:23]=[C:22]3[NH:28][C:19]([C:20]([CH3:31])=[C:21]3[CH:29]=[CH2:30])=[CH:18][C:16]3=[N:17][C:13]([CH:14]([CH2:33][CH2:34][C:35]([O:37][CH3:38])=[O:36])[CH:15]3[CH3:32])=[C:12]([CH2:11][C:41]([O:43][CH3:44])=[O:42])[C:39]=1[NH:40]2)=[O:10])[CH2:51][O:50][CH2:49][CH2:48][O:47][CH3:46]. Given the reactants [CH3:1][CH2:2][C:3]1[C:25]([CH3:26])=[C:24]2[NH:27][C:4]=1[CH:5]=[C:6]1[N:40]=[C:39]3[C:8]([C:9]([CH:11]([C:41]([O:43][CH3:44])=[O:42])[C:12]3=[C:13]3[N:17]=[C:16]([CH:18]=[C:19]4[NH:28][C:22](=[CH:23]2)[C:21]([CH:29]=[CH2:30])=[C:20]4[CH3:31])[CH:15]([CH3:32])[CH:14]3[CH2:33][CH2:34][C:35]([O:37][CH3:38])=[O:36])=[O:10])=[C:7]1[CH3:45].[CH3:46][O:47][CH2:48][CH2:49][O:50][CH2:51][CH2:52][NH2:53], predict the reaction product. (2) Given the reactants [OH-].[Na+].C([O:5][C:6](=[O:44])[CH2:7][CH2:8][NH:9][C:10](=[O:43])[C:11]1[CH:16]=[CH:15][C:14]([O:17][CH:18]([C:25]2[CH:30]=[CH:29][C:28]([C:31]3[CH:36]=[CH:35][C:34]([C:37]([F:40])([F:39])[F:38])=[CH:33][CH:32]=3)=[C:27]([CH3:41])[CH:26]=2)[CH2:19][CH2:20][CH2:21][CH2:22][CH2:23][CH3:24])=[C:13]([F:42])[CH:12]=1)C, predict the reaction product. The product is: [F:42][C:13]1[CH:12]=[C:11]([CH:16]=[CH:15][C:14]=1[O:17][CH:18]([C:25]1[CH:30]=[CH:29][C:28]([C:31]2[CH:36]=[CH:35][C:34]([C:37]([F:38])([F:39])[F:40])=[CH:33][CH:32]=2)=[C:27]([CH3:41])[CH:26]=1)[CH2:19][CH2:20][CH2:21][CH2:22][CH2:23][CH3:24])[C:10]([NH:9][CH2:8][CH2:7][C:6]([OH:44])=[O:5])=[O:43]. (3) Given the reactants C(OC([N:8]1[CH2:12][CH2:11][C:10]([NH:17][C:18]([C:20]2[C:28]3[C:23](=[N:24][CH:25]=[C:26]([CH:29]4[CH2:31][CH2:30]4)[N:27]=3)[N:22](COCC[Si](C)(C)C)[CH:21]=2)=[O:19])([C:13]([OH:16])([CH3:15])[CH3:14])[CH2:9]1)=O)(C)(C)C.FC(F)(F)C(O)=O, predict the reaction product. The product is: [OH:16][C:13]([C:10]1([NH:17][C:18]([C:20]2[C:28]3[C:23](=[N:24][CH:25]=[C:26]([CH:29]4[CH2:30][CH2:31]4)[N:27]=3)[NH:22][CH:21]=2)=[O:19])[CH2:11][CH2:12][NH:8][CH2:9]1)([CH3:15])[CH3:14]. (4) Given the reactants CN(C=O)C.[Br:6][C:7]1[CH:8]=[C:9]2[C:14](=[CH:15][CH:16]=1)[C:13](=[O:17])[N:12]([CH2:18][C:19]1[CH:24]=[CH:23][C:22]([S:25]([CH3:28])(=[O:27])=[O:26])=[CH:21][CH:20]=1)[C:11]([C:29](O)=[O:30])=[C:10]2[C:32]1[CH:37]=[CH:36][CH:35]=[CH:34][CH:33]=1.C(Cl)(=O)C(Cl)=O, predict the reaction product. The product is: [Br:6][C:7]1[CH:8]=[C:9]2[C:14](=[CH:15][CH:16]=1)[C:13](=[O:17])[N:12]([CH2:18][C:19]1[CH:20]=[CH:21][C:22]([S:25]([CH3:28])(=[O:26])=[O:27])=[CH:23][CH:24]=1)[C:11]([CH2:29][OH:30])=[C:10]2[C:32]1[CH:33]=[CH:34][CH:35]=[CH:36][CH:37]=1. (5) Given the reactants [OH:1][C:2]1[CH:9]=[CH:8][C:5]([CH:6]=[O:7])=[CH:4][C:3]=1[N+:10]([O-:12])=[O:11].[Cl:13][C:14]1[CH:15]=[C:16]([CH:19]=[CH:20][C:21]=1[Cl:22])[CH2:17]O.C1(P(C2C=CC=CC=2)C2C=CC=CC=2)C=CC=CC=1.C1(C)C=CC=CC=1.N(C(OCC)=O)=NC(OCC)=O, predict the reaction product. The product is: [Cl:13][C:14]1[CH:15]=[C:16]([CH:19]=[CH:20][C:21]=1[Cl:22])[CH2:17][O:1][C:2]1[CH:9]=[CH:8][C:5]([CH:6]=[O:7])=[CH:4][C:3]=1[N+:10]([O-:12])=[O:11]. (6) Given the reactants P([O-])([O-])([O-])=O.[Al+3:6].[CH2:7](OP([O-])([O-])=O)[CH3:8].[OH2:14].CO[CH:17](O)[CH3:18], predict the reaction product. The product is: [CH3:17][CH2:18][CH:7]([O-:14])[CH3:8].[CH3:17][CH2:18][CH:7]([O-:14])[CH3:8].[CH3:17][CH2:18][CH:7]([O-:14])[CH3:8].[Al+3:6]. (7) The product is: [C:13]([C:2]1[CH:3]=[N:4][C:5]2[C:10]([CH:11]=1)=[CH:9][C:8]([OH:12])=[CH:7][CH:6]=2)#[N:14]. Given the reactants Br[C:2]1[CH:3]=[N:4][C:5]2[C:10]([CH:11]=1)=[CH:9][C:8]([OH:12])=[CH:7][CH:6]=2.[C-:13]#[N:14].[Na+].[Cl-].[NH4+], predict the reaction product. (8) Given the reactants C1([Li])C=CC=CC=1.Br[C:9]1[S:10][C:11]2[CH:17]=[CH:16][CH:15]=[CH:14][C:12]=2[N:13]=1.C([Li])(C)(C)C.[CH:23](N1CCCCC1)=[O:24].[NH4+:31].[Cl-], predict the reaction product. The product is: [NH2:31][C:9]1[S:10][C:11]2[CH:17]=[C:16]([CH:23]=[O:24])[CH:15]=[CH:14][C:12]=2[N:13]=1. (9) The product is: [CH3:1][N:2]1[C:6]([Sn:13]([CH3:15])([CH3:14])[CH3:12])=[CH:5][CH:4]=[N:3]1. Given the reactants [CH3:1][N:2]1[CH:6]=[CH:5][CH:4]=[N:3]1.C([Li])CCC.[CH3:12][Sn:13](Cl)([CH3:15])[CH3:14], predict the reaction product. (10) Given the reactants [OH:1][C:2]1[CH:10]=[CH:9][C:5]([C:6]([OH:8])=O)=[CH:4][CH:3]=1.C([N:18]1[CH:22]=[CH:21]N=C1)(N1C=CN=C1)=O.O[NH:24]C(=O)C, predict the reaction product. The product is: [CH3:21][C:22]1[N:18]=[C:6]([C:5]2[CH:4]=[CH:3][C:2]([OH:1])=[CH:10][CH:9]=2)[O:8][N:24]=1.